Task: Regression. Given two drug SMILES strings and cell line genomic features, predict the synergy score measuring deviation from expected non-interaction effect.. Dataset: NCI-60 drug combinations with 297,098 pairs across 59 cell lines (1) Drug 1: C1C(C(OC1N2C=NC3=C(N=C(N=C32)Cl)N)CO)O. Drug 2: C1CC(=O)NC(=O)C1N2C(=O)C3=CC=CC=C3C2=O. Cell line: KM12. Synergy scores: CSS=29.9, Synergy_ZIP=-12.5, Synergy_Bliss=-12.1, Synergy_Loewe=-29.4, Synergy_HSA=-12.7. (2) Drug 1: C1=CC(=CC=C1CC(C(=O)O)N)N(CCCl)CCCl.Cl. Drug 2: CC1CCC2CC(C(=CC=CC=CC(CC(C(=O)C(C(C(=CC(C(=O)CC(OC(=O)C3CCCCN3C(=O)C(=O)C1(O2)O)C(C)CC4CCC(C(C4)OC)OCCO)C)C)O)OC)C)C)C)OC. Cell line: SF-268. Synergy scores: CSS=20.7, Synergy_ZIP=-4.13, Synergy_Bliss=-2.37, Synergy_Loewe=-3.23, Synergy_HSA=-2.01. (3) Drug 1: C1=CC=C(C(=C1)C(C2=CC=C(C=C2)Cl)C(Cl)Cl)Cl. Drug 2: CC(C)NC(=O)C1=CC=C(C=C1)CNNC.Cl. Cell line: SF-268. Synergy scores: CSS=-0.644, Synergy_ZIP=2.53, Synergy_Bliss=2.59, Synergy_Loewe=-1.34, Synergy_HSA=-0.838. (4) Drug 1: CCCS(=O)(=O)NC1=C(C(=C(C=C1)F)C(=O)C2=CNC3=C2C=C(C=N3)C4=CC=C(C=C4)Cl)F. Drug 2: CC1=C(C=C(C=C1)NC(=O)C2=CC=C(C=C2)CN3CCN(CC3)C)NC4=NC=CC(=N4)C5=CN=CC=C5. Cell line: NCIH23. Synergy scores: CSS=0.532, Synergy_ZIP=0.763, Synergy_Bliss=-3.12, Synergy_Loewe=-7.65, Synergy_HSA=-6.78.